From a dataset of Peptide-MHC class I binding affinity with 185,985 pairs from IEDB/IMGT. Regression. Given a peptide amino acid sequence and an MHC pseudo amino acid sequence, predict their binding affinity value. This is MHC class I binding data. The MHC is HLA-A33:01 with pseudo-sequence HLA-A33:01. The binding affinity (normalized) is 0.278. The peptide sequence is IFSPENKAFK.